This data is from Catalyst prediction with 721,799 reactions and 888 catalyst types from USPTO. The task is: Predict which catalyst facilitates the given reaction. (1) Reactant: Br[CH2:2][C:3]1[N:8]2[C:9]([CH2:16][CH:17]3[CH2:22][CH2:21][C:20]([F:24])([F:23])[CH2:19][CH2:18]3)=[C:10]([C:12]([F:15])([F:14])[CH3:13])[N:11]=[C:7]2[CH:6]=[C:5]([C:25]([O:27][CH2:28][CH3:29])=[O:26])[C:4]=1[Cl:30].C[N+]1([O-])CC[O:35]CC1.C(=O)([O-])O.[Na+]. Product: [Cl:30][C:4]1[C:5]([C:25]([O:27][CH2:28][CH3:29])=[O:26])=[CH:6][C:7]2[N:8]([C:9]([CH2:16][CH:17]3[CH2:18][CH2:19][C:20]([F:23])([F:24])[CH2:21][CH2:22]3)=[C:10]([C:12]([F:14])([F:15])[CH3:13])[N:11]=2)[C:3]=1[CH:2]=[O:35]. The catalyst class is: 10. (2) Reactant: [CH3:1][C:2](=O)[CH2:3][CH2:4][C:5](=O)[CH3:6].[CH2:9]([NH2:17])[CH2:10][C:11]1[CH:16]=[CH:15][CH:14]=[CH:13][CH:12]=1.C(O)(=O)C. Product: [CH3:1][C:2]1[N:17]([CH2:9][CH2:10][C:11]2[CH:16]=[CH:15][CH:14]=[CH:13][CH:12]=2)[C:5]([CH3:6])=[CH:4][CH:3]=1. The catalyst class is: 6.